This data is from Forward reaction prediction with 1.9M reactions from USPTO patents (1976-2016). The task is: Predict the product of the given reaction. (1) Given the reactants [OH:1][C:2]1[CH:11]=[CH:10][C:9]([OH:12])=[CH:8][C:3]=1[C:4]([O:6][CH3:7])=[O:5].S([O-])([O-])(=O)=O.[Mg+2], predict the reaction product. The product is: [O:12]=[C:9]1[CH:10]=[CH:11][C:2](=[O:1])[C:3]([C:4]([O:6][CH3:7])=[O:5])=[CH:8]1. (2) Given the reactants [NH:1]1[C:5]2=[N+:6]([O-])[CH:7]=[CH:8][CH:9]=[C:4]2[CH:3]=[CH:2]1.P(Cl)(Cl)([Cl:13])=O, predict the reaction product. The product is: [Cl:13][C:9]1[CH:8]=[CH:7][N:6]=[C:5]2[NH:1][CH:2]=[CH:3][C:4]=12. (3) Given the reactants [N:1]([CH2:4][C:5]([CH3:9])([OH:8])[CH2:6][Cl:7])=[N+:2]=[N-:3].[F:10][CH:11]([F:28])[C:12]1[CH:17]=[CH:16][N:15]=[C:14]([NH:18][C:19]2[CH:24]=[C:23]([CH3:25])[CH:22]=[C:21]([C:26]#[CH:27])[CH:20]=2)[N:13]=1.O=C1O[C@H]([C@H](CO)O)C([O-])=C1O.[Na+], predict the reaction product. The product is: [Cl:7][CH2:6][C:5]([CH3:9])([OH:8])[CH2:4][N:1]1[CH:27]=[C:26]([C:21]2[CH:22]=[C:23]([CH3:25])[CH:24]=[C:19]([NH:18][C:14]3[N:13]=[C:12]([CH:11]([F:10])[F:28])[CH:17]=[CH:16][N:15]=3)[CH:20]=2)[N:3]=[N:2]1. (4) Given the reactants [NH2:1][C:2]1[CH:10]=[C:9]2[C:5]([CH2:6][NH:7][C:8]2=[O:11])=[CH:4][CH:3]=1.Br[CH2:13][CH2:14][CH2:15][CH2:16]Br, predict the reaction product. The product is: [N:1]1([C:2]2[CH:10]=[C:9]3[C:5]([CH2:6][NH:7][C:8]3=[O:11])=[CH:4][CH:3]=2)[CH2:16][CH2:15][CH2:14][CH2:13]1. (5) Given the reactants [CH3:1][O:2][C:3]([C@@:5]1([NH:10][C:11]([C@@H:13]2[CH2:17][C@@H:16]([O:18][C:19]3[CH:24]=[C:23]([C:25]4[CH:30]=[CH:29][CH:28]=[CH:27][N:26]=4)[N:22]=[C:21]4[CH:31]=[CH:32][S:33][C:20]=34)[CH2:15][N:14]2C(OC(C)(C)C)=O)=[O:12])[CH2:7][C@H:6]1[CH:8]=[CH2:9])=[O:4].Cl, predict the reaction product. The product is: [N:26]1[CH:27]=[CH:28][CH:29]=[CH:30][C:25]=1[C:23]1[N:22]=[C:21]2[CH:31]=[CH:32][S:33][C:20]2=[C:19]([O:18][C@H:16]2[CH2:15][NH:14][C@H:13]([C:11]([NH:10][C@:5]3([C:3]([O:2][CH3:1])=[O:4])[CH2:7][C@H:6]3[CH:8]=[CH2:9])=[O:12])[CH2:17]2)[CH:24]=1.